Task: Predict the reaction yield, written as a fraction of the theoretical maximum amount of product (1.0 means a 100% yield; for example, 0.34 means a 34% yield).. Dataset: Reaction yield outcomes from USPTO patents with 853,638 reactions The reactants are [F:1][C:2]1[CH:3]=[C:4]([NH:21][C:22]([NH:24][C:25](=[O:34])[CH2:26][C:27]2[CH:32]=[CH:31][C:30]([F:33])=[CH:29][CH:28]=2)=[S:23])[CH:5]=[CH:6][C:7]=1[O:8]C1C2=C(C)C(OC)=CN2N=CN=1.Cl[C:36]1[N:44]=[CH:43][N:42]=[C:41]2[C:37]=1[N:38]=[C:39]([CH2:52][CH3:53])[N:40]2[CH:45]([CH:49]1[CH2:51][CH2:50]1)[CH:46]1[CH2:48][CH2:47]1.N12CCN(CC1)CC2. The catalyst is CC#N. The product is [CH:46]1([CH:45]([CH:49]2[CH2:51][CH2:50]2)[N:40]2[C:39]([CH2:52][CH3:53])=[N:38][C:37]3[C:41]2=[N:42][CH:43]=[N:44][C:36]=3[O:8][C:7]2[CH:6]=[CH:5][C:4]([NH:21][C:22]([NH:24][C:25](=[O:34])[CH2:26][C:27]3[CH:32]=[CH:31][C:30]([F:33])=[CH:29][CH:28]=3)=[S:23])=[CH:3][C:2]=2[F:1])[CH2:48][CH2:47]1. The yield is 0.360.